Regression. Given a peptide amino acid sequence and an MHC pseudo amino acid sequence, predict their binding affinity value. This is MHC class II binding data. From a dataset of Peptide-MHC class II binding affinity with 134,281 pairs from IEDB. (1) The peptide sequence is ECYTGFRSLIDDT. The MHC is DRB1_0401 with pseudo-sequence DRB1_0401. The binding affinity (normalized) is 0.175. (2) The peptide sequence is PFTVRYTTEGGTKTE. The MHC is HLA-DPA10103-DPB10201 with pseudo-sequence HLA-DPA10103-DPB10201. The binding affinity (normalized) is 0.179. (3) The peptide sequence is FTLGRDGHEKPMNVQ. The MHC is DRB1_1301 with pseudo-sequence DRB1_1301. The binding affinity (normalized) is 0.200. (4) The peptide sequence is KYYLRLWAPELAKSQ. The MHC is H-2-IAd with pseudo-sequence H-2-IAd. The binding affinity (normalized) is 0.604. (5) The peptide sequence is CDKFLANVSTVLTGK. The MHC is DRB1_1001 with pseudo-sequence DRB1_1001. The binding affinity (normalized) is 0.600.